Task: Regression. Given a peptide amino acid sequence and an MHC pseudo amino acid sequence, predict their binding affinity value. This is MHC class I binding data.. Dataset: Peptide-MHC class I binding affinity with 185,985 pairs from IEDB/IMGT (1) The peptide sequence is VFAYVGCYNK. The MHC is HLA-A68:01 with pseudo-sequence HLA-A68:01. The binding affinity (normalized) is 0.614. (2) The peptide sequence is RQAGFLGLGP. The MHC is Mamu-A2201 with pseudo-sequence Mamu-A2201. The binding affinity (normalized) is 0. (3) The peptide sequence is VLADDLLEA. The MHC is HLA-A02:01 with pseudo-sequence HLA-A02:01. The binding affinity (normalized) is 0.723.